This data is from Catalyst prediction with 721,799 reactions and 888 catalyst types from USPTO. The task is: Predict which catalyst facilitates the given reaction. The catalyst class is: 17. Product: [NH2:23][CH2:22][C@@H:21]([NH:20][C:18](=[O:19])[C:17]1[CH:34]=[CH:35][C:14]([C:3]2[C:2]([NH2:1])=[N:7][CH:6]=[C:5]([CH:8]3[CH2:9][CH2:10][O:11][CH2:12][CH2:13]3)[N:4]=2)=[CH:15][C:16]=1[F:36])[C:26]1[CH:31]=[C:30]([F:32])[CH:29]=[C:28]([Cl:33])[CH:27]=1. Reactant: [NH2:1][C:2]1[C:3]([C:14]2[CH:35]=[CH:34][C:17]([C:18]([NH:20][C@@H:21]([C:26]3[CH:31]=[C:30]([F:32])[CH:29]=[C:28]([Cl:33])[CH:27]=3)[CH2:22][N:23]=[N+]=[N-])=[O:19])=[C:16]([F:36])[CH:15]=2)=[N:4][C:5]([CH:8]2[CH2:13][CH2:12][O:11][CH2:10][CH2:9]2)=[CH:6][N:7]=1.[NH4+].[OH-].CP(C)C.CCO.